From a dataset of Peptide-MHC class I binding affinity with 185,985 pairs from IEDB/IMGT. Regression. Given a peptide amino acid sequence and an MHC pseudo amino acid sequence, predict their binding affinity value. This is MHC class I binding data. (1) The peptide sequence is QFKQDAKYSH. The MHC is HLA-A31:01 with pseudo-sequence HLA-A31:01. The binding affinity (normalized) is 0.0934. (2) The peptide sequence is IVLGNPVFLAL. The MHC is HLA-A02:02 with pseudo-sequence HLA-A02:02. The binding affinity (normalized) is 0.282.